From a dataset of Forward reaction prediction with 1.9M reactions from USPTO patents (1976-2016). Predict the product of the given reaction. Given the reactants [F:1][C:2]1[CH:3]=[C:4]([C:8]2[N:12]([C@H:13]3[CH2:18][CH2:17][CH2:16][CH2:15][C@@H:14]3[OH:19])[CH:11]=[N:10][C:9]=2[C:20](O)=[O:21])[CH:5]=[CH:6][CH:7]=1.[CH2:23]([C@H:30]1[NH:35][CH2:34][CH2:33][N:32]([C:36]([O:38][C:39]([CH3:42])([CH3:41])[CH3:40])=[O:37])[CH2:31]1)[C:24]1[CH:29]=[CH:28][CH:27]=[CH:26][CH:25]=1.CCN=C=NCCCN(C)C.Cl.C1C=CC2N(O)N=NC=2C=1.C(=O)([O-])O.[Na+], predict the reaction product. The product is: [CH2:23]([C@H:30]1[N:35]([C:20]([C:9]2[N:10]=[CH:11][N:12]([C@H:13]3[CH2:18][CH2:17][CH2:16][CH2:15][C@@H:14]3[OH:19])[C:8]=2[C:4]2[CH:5]=[CH:6][CH:7]=[C:2]([F:1])[CH:3]=2)=[O:21])[CH2:34][CH2:33][N:32]([C:36]([O:38][C:39]([CH3:42])([CH3:41])[CH3:40])=[O:37])[CH2:31]1)[C:24]1[CH:25]=[CH:26][CH:27]=[CH:28][CH:29]=1.